From a dataset of Forward reaction prediction with 1.9M reactions from USPTO patents (1976-2016). Predict the product of the given reaction. (1) Given the reactants [CH:1]([C:4]1[CH:5]=[CH:6][C:7]([NH2:10])=[N:8][CH:9]=1)([CH3:3])[CH3:2].[F:11][C:12]1[CH:17]=[CH:16][C:15]([S:18](Cl)(=[O:20])=[O:19])=[CH:14][CH:13]=1, predict the reaction product. The product is: [F:11][C:12]1[CH:17]=[CH:16][C:15]([S:18]([NH:10][C:7]2[CH:6]=[CH:5][C:4]([CH:1]([CH3:3])[CH3:2])=[CH:9][N:8]=2)(=[O:20])=[O:19])=[CH:14][CH:13]=1. (2) Given the reactants P(N)([O-])[O-].[CH2:5]=[CH:6][CH2:7][CH2:8][CH2:9][CH3:10].[CH3:11][C@@:12]12[C@H:22]3[CH2:23][CH2:24][C@:25]4([CH3:35])[C@@:29]5([O:34]C(=O)CC5)[CH2:28][CH2:27][C@H:26]4[C@@H:21]3[CH:20]=[CH:19][C:18]1=[CH:17][C:15](=[O:16])[CH2:14][CH2:13]2.C[Si](Cl)(C)C, predict the reaction product. The product is: [CH2:5]([C@@H:13]1[C@@:12]2([CH3:11])[C:18]([CH2:19][CH2:20][C@@H:21]3[C@@H:22]2[CH2:23][CH2:24][C@@:25]2([CH3:35])[C@H:26]3[CH2:27][CH2:28][C:29]2=[O:34])=[CH:17][C:15](=[O:16])[CH2:14]1)[CH2:6][CH2:7][CH2:8][CH2:9][CH3:10]. (3) Given the reactants [CH2:1]([N:8]([C@H:35]([C:37]1[CH:42]=[CH:41][CH:40]=[CH:39][CH:38]=1)[CH3:36])[C@@H:9]1[CH2:14][CH2:13][N:12](C2C3C=CC=CC=3CCC3C=CC=CC2=3)[CH2:11][C@:10]1([OH:34])[C:30]([O:32][CH3:33])=[O:31])[C:2]1[CH:7]=[CH:6][CH:5]=[CH:4][CH:3]=1.C([SiH](CC)CC)C.FC(F)(F)C(O)=O.C(N(CC)CC)C.[C:75]([O:74][C:72](O[C:72]([O:74][C:75]([CH3:78])([CH3:77])[CH3:76])=[O:73])=[O:73])([CH3:78])([CH3:77])[CH3:76], predict the reaction product. The product is: [CH2:1]([N:8]([C@H:35]([C:37]1[CH:42]=[CH:41][CH:40]=[CH:39][CH:38]=1)[CH3:36])[C@@H:9]1[CH2:14][CH2:13][N:12]([C:72]([O:74][C:75]([CH3:76])([CH3:77])[CH3:78])=[O:73])[CH2:11][C@:10]1([OH:34])[C:30]([O:32][CH3:33])=[O:31])[C:2]1[CH:3]=[CH:4][CH:5]=[CH:6][CH:7]=1. (4) Given the reactants C(N(CC)CC)C.[NH2:8][C:9]1[CH:16]=[CH:15][C:12]([C:13]#[N:14])=[C:11]([O:17][C:18]([F:21])([F:20])[F:19])[CH:10]=1.[C:22]([O:25][CH2:26][C:27](Cl)=[O:28])(=[O:24])[CH3:23], predict the reaction product. The product is: [C:22]([O:25][CH2:26][C:27]([NH:8][C:9]1[CH:16]=[CH:15][C:12]([C:13]#[N:14])=[C:11]([O:17][C:18]([F:19])([F:20])[F:21])[CH:10]=1)=[O:28])(=[O:24])[CH3:23]. (5) Given the reactants Cl[CH2:2][CH2:3][N:4]1[C:13](=[O:14])[C:12]2[C:7](=[CH:8][CH:9]=[C:10]([C:15]3[C:19]([C:20]4[CH:25]=[CH:24][CH:23]=[C:22]([CH3:26])[N:21]=4)=[N:18][N:17]4[CH2:27][CH2:28][CH2:29][C:16]=34)[CH:11]=2)[N:6]=[CH:5]1.[NH:30]1[CH2:35][CH2:34][O:33][CH2:32][CH2:31]1, predict the reaction product. The product is: [CH3:26][C:22]1[N:21]=[C:20]([C:19]2[C:15]([C:10]3[CH:11]=[C:12]4[C:7](=[CH:8][CH:9]=3)[N:6]=[CH:5][N:4]([CH2:3][CH2:2][N:30]3[CH2:35][CH2:34][O:33][CH2:32][CH2:31]3)[C:13]4=[O:14])=[C:16]3[CH2:29][CH2:28][CH2:27][N:17]3[N:18]=2)[CH:25]=[CH:24][CH:23]=1. (6) Given the reactants Br[C:2]1[CH:3]=[C:4]2[C:9](=[CH:10][CH:11]=1)[N:8]=[C:7]([C:12]1[CH:17]=[CH:16][CH:15]=[CH:14][CH:13]=1)[CH:6]=[C:5]2[O:18][C@H:19]1[CH2:23][N:22]([C:24]([O:26][C:27]([CH3:30])([CH3:29])[CH3:28])=[O:25])[C@H:21]([C:31]([O:33][CH3:34])=[O:32])[CH2:20]1.[CH:35]([Sn](CCCC)(CCCC)CCCC)=[CH2:36], predict the reaction product. The product is: [C:12]1([C:7]2[CH:6]=[C:5]([O:18][C@H:19]3[CH2:23][N:22]([C:24]([O:26][C:27]([CH3:28])([CH3:29])[CH3:30])=[O:25])[C@H:21]([C:31]([O:33][CH3:34])=[O:32])[CH2:20]3)[C:4]3[C:9](=[CH:10][CH:11]=[C:2]([CH:35]=[CH2:36])[CH:3]=3)[N:8]=2)[CH:17]=[CH:16][CH:15]=[CH:14][CH:13]=1. (7) Given the reactants [CH3:1][C:2]([C:4]1[CH:9]=[C:8]([Br:10])[CH:7]=[CH:6][C:5]=1[O:11][CH3:12])=[O:3], predict the reaction product. The product is: [Br:10][C:8]1[CH:7]=[CH:6][C:5]([O:11][CH3:12])=[C:4]([C@H:2]([OH:3])[CH3:1])[CH:9]=1.